Dataset: Catalyst prediction with 721,799 reactions and 888 catalyst types from USPTO. Task: Predict which catalyst facilitates the given reaction. (1) Reactant: N[C:2]1[C:3]([Cl:23])=[CH:4][C:5]([N+:20]([O-:22])=[O:21])=[C:6]([S:8][C:9]2[CH:19]=[CH:18][CH:17]=[CH:16][C:10]=2[C:11]([N:13]([CH3:15])[CH3:14])=[O:12])[CH:7]=1.N([O-])=O.[Na+].[F:28][P-](F)(F)(F)(F)F.[H+]. Product: [Cl:23][C:3]1[C:2]([F:28])=[CH:7][C:6]([S:8][C:9]2[CH:19]=[CH:18][CH:17]=[CH:16][C:10]=2[C:11]([N:13]([CH3:15])[CH3:14])=[O:12])=[C:5]([N+:20]([O-:22])=[O:21])[CH:4]=1. The catalyst class is: 33. (2) The catalyst class is: 6. Product: [Cl:13][C:10]1[CH:9]=[CH:8][C:7]([CH:5]2[C:4](=[O:14])[C:3]([O:15][C:29]([NH:28][C:22]3[CH:27]=[CH:26][CH:25]=[CH:24][CH:23]=3)=[S:30])=[C:2]([NH2:1])[O:6]2)=[CH:12][CH:11]=1. Reactant: [NH2:1][C:2]1[O:6][CH:5]([C:7]2[CH:12]=[CH:11][C:10]([Cl:13])=[CH:9][CH:8]=2)[C:4](=[O:14])[C:3]=1[OH:15].C(=O)([O-])[O-].[Na+].[Na+].[C:22]1([N:28]=[C:29]=[S:30])[CH:27]=[CH:26][CH:25]=[CH:24][CH:23]=1.[Cl-].[NH4+]. (3) Reactant: Cl[CH2:2][C:3]1[CH:4]=[C:5]2[C:14](=[CH:15][CH:16]=1)[C:13](=[O:17])[C:12]1[CH2:11][CH2:10][C:9]([CH3:19])([CH3:18])[CH2:8][C:7]=1[S:6]2.[C-:20]#[N:21].[K+].C1OCCOCCOCCOCCOCCOC1. Product: [C:20]([CH2:2][C:3]1[CH:4]=[C:5]2[C:14](=[CH:15][CH:16]=1)[C:13](=[O:17])[C:12]1[CH2:11][CH2:10][C:9]([CH3:19])([CH3:18])[CH2:8][C:7]=1[S:6]2)#[N:21]. The catalyst class is: 9. (4) Reactant: C(OC(N[N:9]1[CH2:13][CH2:12][CH2:11][CH2:10]1)=O)(C)(C)C.F[C:15]1[CH:22]=[CH:21][C:18]([C:19]#[N:20])=[CH:17][CH:16]=1.[C:23](=[O:26])([O-])[O-:24].[Cs+].[Cs+].C[N:30](C=O)C. Product: [C:19]([C:18]1[CH:21]=[CH:22][C:15]([N:9]2[CH2:10][CH2:11][C@@H:12]([NH:30][C:23](=[O:26])[OH:24])[CH2:13]2)=[CH:16][CH:17]=1)#[N:20]. The catalyst class is: 69. (5) Reactant: Br[C:2]1[CH:7]=[C:6]([O:8][CH3:9])[CH:5]=[C:4]([CH:10]([CH3:12])[CH3:11])[CH:3]=1.[Li]CCCC.CCCCCC.CN([CH:27]=[O:28])C.Cl. Product: [CH:10]([C:4]1[CH:3]=[C:2]([CH:7]=[C:6]([O:8][CH3:9])[CH:5]=1)[CH:27]=[O:28])([CH3:12])[CH3:11]. The catalyst class is: 1. (6) Product: [C:15]([O:19][C:20](=[O:21])[NH:14][C:7]1[CH:6]=[C:5]([C:1]([CH3:4])([CH3:2])[CH3:3])[CH:10]=[C:9]([NH2:11])[C:8]=1[O:12][CH3:13])([CH3:18])([CH3:17])[CH3:16]. Reactant: [C:1]([C:5]1[CH:6]=[C:7]([NH2:14])[C:8]([O:12][CH3:13])=[C:9]([NH2:11])[CH:10]=1)([CH3:4])([CH3:3])[CH3:2].[C:15]([O:19][C:20](O[C:20]([O:19][C:15]([CH3:18])([CH3:17])[CH3:16])=[O:21])=[O:21])([CH3:18])([CH3:17])[CH3:16]. The catalyst class is: 599.